From a dataset of Catalyst prediction with 721,799 reactions and 888 catalyst types from USPTO. Predict which catalyst facilitates the given reaction. Reactant: CI.CC[N:5]([CH2:8][CH3:9])[CH2:6][CH3:7].[CH2:10]([NH:12][CH3:13])[CH3:11].[C:14]([OH:20])(C(F)(F)F)=O.C(Cl)Cl.C([O-])(O)=O.[Na+].C(#[N:31])C. Product: [CH2:10]([N:12]([CH3:13])[C:14]([N:5]1[CH2:6][CH2:7][NH:31][CH2:9][CH2:8]1)=[O:20])[CH3:11]. The catalyst class is: 158.